Dataset: Full USPTO retrosynthesis dataset with 1.9M reactions from patents (1976-2016). Task: Predict the reactants needed to synthesize the given product. (1) Given the product [Cl:3][C:4]1[CH:9]=[CH:8][CH:7]=[C:6]([Cl:10])[C:5]=1[S:11][C:23]1[C:31]2[C:26](=[CH:27][CH:28]=[C:29]([CH3:32])[CH:30]=2)[N:25]([CH2:33][C:34]([OH:36])=[O:35])[C:24]=1[CH3:37], predict the reactants needed to synthesize it. The reactants are: II.[Cl:3][C:4]1[CH:9]=[CH:8][CH:7]=[C:6]([Cl:10])[C:5]=1[SH:11].COC1C=CC(S([C:23]2[C:31]3[C:26](=[CH:27][CH:28]=[C:29]([CH3:32])[CH:30]=3)[N:25]([CH2:33][C:34]([OH:36])=[O:35])[C:24]=2[CH3:37])(=O)=O)=CC=1. (2) Given the product [OH:19][C@H:14]([CH2:15][CH2:16][CH2:17][CH3:18])[C@H:13]([CH:20]=[CH2:21])[C:12]([NH:11][C@@H:6]([CH2:7][CH2:8][S:9][CH3:10])[C:5]([OH:23])=[O:4])=[O:22], predict the reactants needed to synthesize it. The reactants are: [Li+].[OH-].C[O:4][C:5](=[O:23])[C@@H:6]([NH:11][C:12](=[O:22])[C@@H:13]([CH:20]=[CH2:21])[C@H:14]([OH:19])[CH2:15][CH2:16][CH2:17][CH3:18])[CH2:7][CH2:8][S:9][CH3:10]. (3) Given the product [F:1][C:2]1[CH:3]=[CH:4][C:5]([C:8]2[C:16]3[C:11](=[CH:12][CH:13]=[C:14]([C:17]#[C:18][C:19]4[CH:20]=[CH:21][CH:22]=[CH:23][CH:24]=4)[CH:15]=3)[NH:10][N:9]=2)=[CH:6][CH:7]=1, predict the reactants needed to synthesize it. The reactants are: [F:1][C:2]1[CH:7]=[CH:6][C:5]([C:8]2[C:16]3[C:11](=[CH:12][CH:13]=[C:14]([C:17]#[C:18][C:19]4[CH:24]=[CH:23][CH:22]=[CH:21][CH:20]=4)[CH:15]=3)[N:10](C3CCCCO3)[N:9]=2)=[CH:4][CH:3]=1.Cl. (4) Given the product [C:18]([C:2]1[CH:16]=[CH:15][C:5]2[C:6]([C:9]3[CH:14]=[CH:13][CH:12]=[CH:11][CH:10]=3)=[CH:7][S:8][C:4]=2[CH:3]=1)#[N:19], predict the reactants needed to synthesize it. The reactants are: Br[C:2]1[CH:16]=[CH:15][C:5]2[C:6]([C:9]3[CH:14]=[CH:13][CH:12]=[CH:11][CH:10]=3)=[CH:7][S:8][C:4]=2[CH:3]=1.[Cu](C#N)[C:18]#[N:19]. (5) Given the product [Br:1][C:2]1[CH:3]=[C:4]([C:8]([O:10][CH3:16])=[O:9])[S:5][C:6]=1[CH3:7], predict the reactants needed to synthesize it. The reactants are: [Br:1][C:2]1[CH:3]=[C:4]([C:8]([OH:10])=[O:9])[S:5][C:6]=1[CH3:7].OS(O)(=O)=O.[C:16]([O-])(O)=O.[Na+]. (6) Given the product [Cl:1][C:2]1[CH:3]=[C:4]([C:8]#[C:9][C:10]2[CH2:14][C:13]3([CH2:47][CH2:46][N:42]([C:43]([N:37]([CH2:38][CH3:39])[CH2:36][CH3:34])=[O:44])[CH2:40][CH2:41]3)[O:12][N:11]=2)[CH:5]=[CH:6][CH:7]=1, predict the reactants needed to synthesize it. The reactants are: [Cl:1][C:2]1[CH:3]=[C:4]([C:8]#[C:9][C:10]2[CH2:14][C:13]3(CCN(C(N)=O)C3)[O:12][N:11]=2)[CH:5]=[CH:6][CH:7]=1.ClC1C=C(C#CC2C[C:34]3([CH2:39][CH2:38][NH:37][CH2:36]3)ON=2)C=CC=1.[CH2:40]([N:42]([CH2:46][CH3:47])[C:43](Cl)=[O:44])[CH3:41].CN=C=O. (7) Given the product [NH2:15][CH2:14][C:13]1[CH:12]=[CH:11][C:10]([CH2:9][O:8][C:6]2[CH:5]=[CH:4][N:3]=[C:2]([NH2:1])[N:7]=2)=[CH:23][CH:22]=1, predict the reactants needed to synthesize it. The reactants are: [NH2:1][C:2]1[N:7]=[C:6]([O:8][CH2:9][C:10]2[CH:23]=[CH:22][C:13]([CH2:14][NH:15]C(=O)C(F)(F)F)=[CH:12][CH:11]=2)[CH:5]=[CH:4][N:3]=1.CN.